From a dataset of Forward reaction prediction with 1.9M reactions from USPTO patents (1976-2016). Predict the product of the given reaction. (1) Given the reactants [O:1]1[C@@:5]2([CH:10]3[CH2:11][CH2:12][N:7]([CH2:8][CH2:9]3)[CH2:6]2)[CH2:4][NH:3][C:2]1=[O:13].Br[C:15]1[O:16][C:17]([Si:21]([CH3:24])([CH3:23])[CH3:22])=[C:18]([Br:20])[CH:19]=1, predict the reaction product. The product is: [Br:20][C:18]1[CH:19]=[C:15]([N:3]2[CH2:4][C@:5]3([CH:10]4[CH2:11][CH2:12][N:7]([CH2:8][CH2:9]4)[CH2:6]3)[O:1][C:2]2=[O:13])[O:16][C:17]=1[Si:21]([CH3:24])([CH3:23])[CH3:22]. (2) Given the reactants Cl.C[O:3][C:4](=[O:38])[C:5]1[CH:10]=[CH:9][C:8]([O:11][C:12]2[CH:17]=[CH:16][C:15]([CH2:18][C@H:19]([NH2:37])[C:20]3[N:21]([CH2:33][CH2:34][CH2:35][CH3:36])[CH:22]=[C:23]([C:25]4[CH:30]=[CH:29][C:28]([Cl:31])=[CH:27][C:26]=4[Cl:32])[N:24]=3)=[CH:14][CH:13]=2)=[CH:7][CH:6]=1.[CH3:39][S:40]([C:43]1[CH:51]=[CH:50][C:46]([C:47](O)=[O:48])=[CH:45][CH:44]=1)(=[O:42])=[O:41], predict the reaction product. The product is: [CH2:33]([N:21]1[CH:22]=[C:23]([C:25]2[CH:30]=[CH:29][C:28]([Cl:31])=[CH:27][C:26]=2[Cl:32])[N:24]=[C:20]1[C@@H:19]([NH:37][C:47](=[O:48])[C:46]1[CH:45]=[CH:44][C:43]([S:40]([CH3:39])(=[O:42])=[O:41])=[CH:51][CH:50]=1)[CH2:18][C:15]1[CH:16]=[CH:17][C:12]([O:11][C:8]2[CH:9]=[CH:10][C:5]([C:4]([OH:3])=[O:38])=[CH:6][CH:7]=2)=[CH:13][CH:14]=1)[CH2:34][CH2:35][CH3:36]. (3) Given the reactants [CH3:1][NH2:2].Cl[CH2:4][C:5]1[N:9]=[C:8]([C:10]2[CH:15]=[CH:14][CH:13]=[C:12]([Cl:16])[CH:11]=2)[O:7][N:6]=1, predict the reaction product. The product is: [Cl:16][C:12]1[CH:11]=[C:10]([C:8]2[O:7][N:6]=[C:5]([CH2:4][NH:2][CH3:1])[N:9]=2)[CH:15]=[CH:14][CH:13]=1.